From a dataset of Full USPTO retrosynthesis dataset with 1.9M reactions from patents (1976-2016). Predict the reactants needed to synthesize the given product. Given the product [Br:1][C:2]1[CH:12]=[C:11]2[C:5]([CH:6]3[CH2:14][CH:8]([N:9]=[C:10]2[NH:20][CH2:19][CH:18]([O:21][CH3:22])[O:17][CH3:16])[CH2:7]3)=[CH:4][C:3]=1[F:15], predict the reactants needed to synthesize it. The reactants are: [Br:1][C:2]1[CH:12]=[C:11]2[C:5]([CH:6]3[CH2:14][CH:8]([N:9]=[C:10]2Cl)[CH2:7]3)=[CH:4][C:3]=1[F:15].[CH3:16][O:17][CH:18]([O:21][CH3:22])[CH2:19][NH2:20].